This data is from Peptide-MHC class II binding affinity with 134,281 pairs from IEDB. The task is: Regression. Given a peptide amino acid sequence and an MHC pseudo amino acid sequence, predict their binding affinity value. This is MHC class II binding data. (1) The peptide sequence is KLRFTCLSSTGSSCL. The MHC is HLA-DQA10301-DQB10302 with pseudo-sequence HLA-DQA10301-DQB10302. The binding affinity (normalized) is 0.136. (2) The peptide sequence is VDGMAWFTPVGLAVD. The MHC is HLA-DPA10103-DPB10301 with pseudo-sequence HLA-DPA10103-DPB10301. The binding affinity (normalized) is 0.142. (3) The peptide sequence is GVKPTHISYIMLIFF. The MHC is DRB1_0901 with pseudo-sequence DRB1_0901. The binding affinity (normalized) is 0.728. (4) The peptide sequence is KSEVYEKGLGKFVKT. The MHC is H-2-IAb with pseudo-sequence H-2-IAb. The binding affinity (normalized) is 0.425. (5) The peptide sequence is IRQLERLLQAVVGAG. The MHC is HLA-DQA10501-DQB10201 with pseudo-sequence HLA-DQA10501-DQB10201. The binding affinity (normalized) is 0.186. (6) The peptide sequence is AGWDTVLQSITTILA. The MHC is DRB1_0101 with pseudo-sequence DRB1_0101. The binding affinity (normalized) is 0.543. (7) The peptide sequence is YDKFLANVSTVTTGK. The MHC is DRB1_0101 with pseudo-sequence DRB1_0101. The binding affinity (normalized) is 0.788. (8) The peptide sequence is ARVTVKDVTFRNITG. The MHC is HLA-DQA10501-DQB10201 with pseudo-sequence HLA-DQA10501-DQB10201. The binding affinity (normalized) is 0.118. (9) The peptide sequence is HYPLHLRYYRITYGE. The MHC is HLA-DPA10201-DPB11401 with pseudo-sequence HLA-DPA10201-DPB11401. The binding affinity (normalized) is 0.0650. (10) The peptide sequence is LKRLWKMLDPRQGLAHHHHHH. The MHC is HLA-DQA10103-DQB10603 with pseudo-sequence HLA-DQA10103-DQB10603. The binding affinity (normalized) is 0.